This data is from Forward reaction prediction with 1.9M reactions from USPTO patents (1976-2016). The task is: Predict the product of the given reaction. (1) Given the reactants Cl[C:2]1[N:7]=[C:6]([CH2:8][CH:9]([C:11]2[S:12][C:13]([Cl:16])=[CH:14][CH:15]=2)[OH:10])[CH:5]=[CH:4][N:3]=1, predict the reaction product. The product is: [Cl:16][C:13]1[S:12][C:11]([C:9](=[O:10])[CH2:8][C:6]2[CH:5]=[CH:4][N:3]=[C:2]([NH:7][CH:6]([CH3:8])[CH3:5])[N:7]=2)=[CH:15][CH:14]=1. (2) The product is: [C:26]1([S:25][C:22]2[CH:23]=[CH:24][C:19]([CH2:18][CH2:17][O:16][C:13]3[CH:12]=[CH:11][C:10]([CH2:9][CH:6]([CH2:7][CH3:8])[C:5]([OH:32])=[O:4])=[CH:15][CH:14]=3)=[CH:20][CH:21]=2)[CH:31]=[CH:30][CH:29]=[CH:28][CH:27]=1. Given the reactants [OH-].[Na+].C[O:4][C:5](=[O:32])[CH:6]([CH2:9][C:10]1[CH:15]=[CH:14][C:13]([O:16][CH2:17][CH2:18][C:19]2[CH:24]=[CH:23][C:22]([S:25][C:26]3[CH:31]=[CH:30][CH:29]=[CH:28][CH:27]=3)=[CH:21][CH:20]=2)=[CH:12][CH:11]=1)[CH2:7][CH3:8].[OH-].[Li+].Cl, predict the reaction product.